The task is: Predict which catalyst facilitates the given reaction.. This data is from Catalyst prediction with 721,799 reactions and 888 catalyst types from USPTO. (1) Reactant: [N:1]1[CH:6]=[CH:5][CH:4]=[C:3]2[CH2:7][CH2:8][CH2:9][CH2:10][CH:11]([OH:12])[C:2]=12.CS(C)=O.C(Cl)(=O)C(Cl)=O.C(N(CC)CC)C. Product: [N:1]1[CH:6]=[CH:5][CH:4]=[C:3]2[CH2:7][CH2:8][CH2:9][CH2:10][C:11](=[O:12])[C:2]=12. The catalyst class is: 2. (2) Reactant: [Cl:1][C:2]1[CH:7]=[C:6]([Cl:8])[C:5]([C:9]2[N:17]=[C:16]([Cl:18])[N:15]=[C:14]3[C:10]=2[N:11]=[CH:12][N:13]3[CH2:19][C:20]2[CH:25]=[CH:24][C:23]([O:26][CH3:27])=[CH:22][CH:21]=2)=[CH:4][C:3]=1[OH:28].[CH3:29][N:30]([CH3:35])[CH2:31][CH2:32][CH2:33]O.C1(P(C2C=CC=CC=2)C2C=CC=CC=2)C=CC=CC=1.N(C(OC(C)C)=O)=NC(OC(C)C)=O. Product: [Cl:1][C:2]1[CH:7]=[C:6]([Cl:8])[C:5]([C:9]2[N:17]=[C:16]([Cl:18])[N:15]=[C:14]3[C:10]=2[N:11]=[CH:12][N:13]3[CH2:19][C:20]2[CH:21]=[CH:22][C:23]([O:26][CH3:27])=[CH:24][CH:25]=2)=[CH:4][C:3]=1[O:28][CH2:33][CH2:32][CH2:31][N:30]([CH3:35])[CH3:29]. The catalyst class is: 7. (3) Product: [CH:13]([O:16][N:17]=[CH:6][C:5]1[C:4]([CH3:11])=[CH:3][C:2]([NH2:1])=[C:9]([CH3:10])[CH:8]=1)([CH3:15])[CH3:14]. Reactant: [NH2:1][C:2]1[C:9]([CH3:10])=[CH:8][C:5]([CH:6]=O)=[C:4]([CH3:11])[CH:3]=1.Cl.[CH:13]([O:16][NH2:17])([CH3:15])[CH3:14]. The catalyst class is: 5. (4) Reactant: [NH2:1][CH2:2][C:3]1[C:4]([NH:19][C@H:20]([C:22]2[CH:27]=[CH:26][C:25]([F:28])=[CH:24][CH:23]=2)[CH3:21])=[N:5][C:6]([NH:10][C:11]2[CH:15]=[C:14]([CH:16]3[CH2:18][CH2:17]3)[NH:13][N:12]=2)=[C:7]([F:9])[CH:8]=1.C(OC([NH:36][C@@H:37]([CH:41]([CH3:43])[CH3:42])[C:38](O)=[O:39])=O)(C)(C)C.CN(C(ON1N=NC2C=CC=CC1=2)=[N+](C)C)C.F[P-](F)(F)(F)(F)F.CCOCC. Product: [NH2:36][C@@H:37]([CH:41]([CH3:43])[CH3:42])[C:38]([NH:1][CH2:2][C:3]1[C:4]([NH:19][C@H:20]([C:22]2[CH:23]=[CH:24][C:25]([F:28])=[CH:26][CH:27]=2)[CH3:21])=[N:5][C:6]([NH:10][C:11]2[CH:15]=[C:14]([CH:16]3[CH2:18][CH2:17]3)[NH:13][N:12]=2)=[C:7]([F:9])[CH:8]=1)=[O:39]. The catalyst class is: 61.